Dataset: Catalyst prediction with 721,799 reactions and 888 catalyst types from USPTO. Task: Predict which catalyst facilitates the given reaction. Reactant: [CH3:1][C:2]1[CH:7]=[C:6]([CH3:8])[CH:5]=[CH:4][C:3]=1[N:9]([CH2:23][CH:24]([CH3:26])[CH3:25])[S:10]([C:13]1[CH:18]=[CH:17][C:16]([CH:19]2[CH2:21][O:20]2)=[C:15]([OH:22])[CH:14]=1)(=[O:12])=[O:11].[NH:27]1[CH2:32][CH2:31][O:30][CH2:29][CH2:28]1. Product: [CH3:1][C:2]1[CH:7]=[C:6]([CH3:8])[CH:5]=[CH:4][C:3]=1[N:9]([CH2:23][CH:24]([CH3:26])[CH3:25])[S:10]([C:13]1[CH:18]=[CH:17][C:16]([CH:19]([N:27]2[CH2:32][CH2:31][O:30][CH2:29][CH2:28]2)[CH2:21][OH:20])=[C:15]([OH:22])[CH:14]=1)(=[O:12])=[O:11]. The catalyst class is: 8.